This data is from Reaction yield outcomes from USPTO patents with 853,638 reactions. The task is: Predict the reaction yield, written as a fraction of the theoretical maximum amount of product (1.0 means a 100% yield; for example, 0.34 means a 34% yield). The reactants are Cl[CH2:2][CH2:3][CH2:4][N:5]1[C:14]2[C:9](=[CH:10][C:11]([CH3:15])=[CH:12][CH:13]=2)[CH2:8][CH2:7][C:6]1=[O:16].[CH2:17]([CH:21]1[CH2:26][CH2:25][NH:24][CH2:23][CH2:22]1)[CH2:18][CH2:19][CH3:20].C([O-])([O-])=O.[K+].[K+]. The catalyst is CC#N. The product is [CH2:17]([CH:21]1[CH2:26][CH2:25][N:24]([CH2:2][CH2:3][CH2:4][N:5]2[C:14]3[C:9](=[CH:10][C:11]([CH3:15])=[CH:12][CH:13]=3)[CH2:8][CH2:7][C:6]2=[O:16])[CH2:23][CH2:22]1)[CH2:18][CH2:19][CH3:20]. The yield is 0.410.